From a dataset of Full USPTO retrosynthesis dataset with 1.9M reactions from patents (1976-2016). Predict the reactants needed to synthesize the given product. Given the product [C:21]1([CH2:27][NH:19][CH2:18][C:17]([N:8]2[CH2:9][CH2:10][C:11]3[C:16](=[CH:15][CH:14]=[CH:13][CH:12]=3)[CH:7]2[CH:1]2[CH2:2][CH2:3][CH2:4][CH2:5][CH2:6]2)=[O:20])[CH2:26][CH2:25][CH2:24][CH2:23][CH:22]=1, predict the reactants needed to synthesize it. The reactants are: [CH:1]1([CH:7]2[C:16]3[C:11](=[CH:12][CH:13]=[CH:14][CH:15]=3)[CH2:10][CH2:9][N:8]2[C:17](=[O:20])[CH2:18][NH2:19])[CH2:6][CH2:5][CH2:4][CH2:3][CH2:2]1.[C:21]1([CH:27]=O)[CH2:26][CH2:25][CH2:24][CH2:23][CH:22]=1.